Dataset: Full USPTO retrosynthesis dataset with 1.9M reactions from patents (1976-2016). Task: Predict the reactants needed to synthesize the given product. (1) Given the product [C:9]([O:8][C:6]([C:5]1[CH:4]=[N:3][C:2]([NH:15][CH2:16][C@@H:17]([OH:20])[CH2:18][OH:19])=[CH:14][CH:13]=1)=[O:7])([CH3:12])([CH3:11])[CH3:10], predict the reactants needed to synthesize it. The reactants are: Cl[C:2]1[CH:14]=[CH:13][C:5]([C:6]([O:8][C:9]([CH3:12])([CH3:11])[CH3:10])=[O:7])=[CH:4][N:3]=1.[NH2:15][CH2:16][C@@H:17]([OH:20])[CH2:18][OH:19]. (2) Given the product [OH:33][CH2:32][CH2:31][CH2:30][NH:29][C:10](=[O:12])[C:9]1[CH:13]=[C:5]([N:4]([CH2:3][CH2:2][Br:1])[CH2:20][CH2:21][Br:22])[C:6]([N+:17]([O-:19])=[O:18])=[CH:7][C:8]=1[N+:14]([O-:16])=[O:15], predict the reactants needed to synthesize it. The reactants are: [Br:1][CH2:2][CH2:3][N:4]([CH2:20][CH2:21][Br:22])[C:5]1[C:6]([N+:17]([O-:19])=[O:18])=[CH:7][C:8]([N+:14]([O-:16])=[O:15])=[C:9]([CH:13]=1)[C:10]([OH:12])=O.C(Br)(=O)C(Br)=O.[NH2:29][CH2:30][CH2:31][CH2:32][OH:33].CCOC(C)=O.O(C(C)C)C(C)C. (3) Given the product [F:20][C:21]([F:23])([F:22])[CH:12]([C:9]1[S:8][C:7]([N:4]2[CH2:5][CH2:6][O:1][CH2:2][CH2:3]2)=[N:11][CH:10]=1)[OH:13], predict the reactants needed to synthesize it. The reactants are: [O:1]1[CH2:6][CH2:5][N:4]([C:7]2[S:8][C:9]([CH:12]=[O:13])=[CH:10][N:11]=2)[CH2:3][CH2:2]1.C(=O)([O-])[O-].[K+].[K+].[F:20][C:21]([Si](C)(C)C)([F:23])[F:22].